Dataset: Forward reaction prediction with 1.9M reactions from USPTO patents (1976-2016). Task: Predict the product of the given reaction. Given the reactants [C:1]([N:4]1[C:8]([CH3:9])=[CH:7][C:6]([C:10]([O:12][CH2:13][CH3:14])=[O:11])=[N:5]1)(=[O:3])[CH3:2].C1C(=O)N([Br:22])C(=O)C1, predict the reaction product. The product is: [C:1]([N:4]1[C:8]([CH2:9][Br:22])=[CH:7][C:6]([C:10]([O:12][CH2:13][CH3:14])=[O:11])=[N:5]1)(=[O:3])[CH3:2].